From a dataset of Catalyst prediction with 721,799 reactions and 888 catalyst types from USPTO. Predict which catalyst facilitates the given reaction. (1) Reactant: Cl.[Si:2]([O:19][C@H:20]([C:27]1[S:28][CH:29]=[CH:30][N:31]=1)[C@H:21]1[CH2:26][CH2:25][CH2:24][NH2+:23][CH2:22]1)([C:15]([CH3:18])([CH3:17])[CH3:16])([C:9]1[CH:14]=[CH:13][CH:12]=[CH:11][CH:10]=1)[C:3]1[CH:8]=[CH:7][CH:6]=[CH:5][CH:4]=1.[OH-].[Na+].C(OCC)(=O)C. Product: [Si:2]([O:19][C@H:20]([C:27]1[S:28][CH:29]=[CH:30][N:31]=1)[C@H:21]1[CH2:26][CH2:25][CH2:24][NH:23][CH2:22]1)([C:15]([CH3:18])([CH3:17])[CH3:16])([C:9]1[CH:10]=[CH:11][CH:12]=[CH:13][CH:14]=1)[C:3]1[CH:8]=[CH:7][CH:6]=[CH:5][CH:4]=1. The catalyst class is: 24. (2) Reactant: [C:1]([S:4][CH2:5][CH:6]([CH2:18][CH2:19][C:20]1[CH:25]=[CH:24][CH:23]=[CH:22][CH:21]=1)[C:7]([NH:9][C@H:10]([C:15]([OH:17])=O)[CH2:11][CH:12]([CH3:14])[CH3:13])=[O:8])(=[O:3])[CH3:2].[NH2:26][C:27]1[CH:32]=[CH:31][CH:30]=[CH:29][CH:28]=1.O.ON1C2C=CC=CC=2N=N1.CN1CCOCC1. Product: [C:27]1([NH:26][C:15](=[O:17])[C@H:10]([CH2:11][CH:12]([CH3:13])[CH3:14])[NH:9][C:7](=[O:8])[CH:6]([CH2:5][S:4][C:1](=[O:3])[CH3:2])[CH2:18][CH2:19][C:20]2[CH:25]=[CH:24][CH:23]=[CH:22][CH:21]=2)[CH:32]=[CH:31][CH:30]=[CH:29][CH:28]=1. The catalyst class is: 76. (3) Reactant: [N:1]12[CH2:8][CH2:7][CH:4]([CH2:5][CH2:6]1)[C@@H:3]([NH:9][CH2:10][CH2:11][CH2:12][N:13]1[C:21]3[C:16](=[CH:17][CH:18]=[CH:19][C:20]=3[C:22]([O:24]C)=[O:23])[CH:15]=[CH:14]1)[CH2:2]2.O.[OH-].[Li+:28]. Product: [N:1]12[CH2:8][CH2:7][CH:4]([CH2:5][CH2:6]1)[C@@H:3]([NH:9][CH2:10][CH2:11][CH2:12][N:13]1[C:21]3[C:16](=[CH:17][CH:18]=[CH:19][C:20]=3[C:22]([O-:24])=[O:23])[CH:15]=[CH:14]1)[CH2:2]2.[Li+:28]. The catalyst class is: 30. (4) Product: [O:1]1[CH2:6][CH2:5][O:4][C:3]2[CH:7]=[C:8]([C:11]([NH:13][C@@H:14]3[CH2:19][CH2:18][N:17]([C:20]([O:22][C:23]([CH3:26])([CH3:25])[CH3:24])=[O:21])[C@@H:16]([C:27]4[N:31]([CH2:32][CH2:33][OH:34])[C:30]5[CH:41]=[CH:42][CH:43]=[CH:44][C:29]=5[N:28]=4)[CH2:15]3)=[O:12])[CH:9]=[CH:10][C:2]1=2. Reactant: [O:1]1[CH2:6][CH2:5][O:4][C:3]2[CH:7]=[C:8]([C:11]([NH:13][C@@H:14]3[CH2:19][CH2:18][N:17]([C:20]([O:22][C:23]([CH3:26])([CH3:25])[CH3:24])=[O:21])[C@@H:16]([C:27]4[N:31]([CH2:32][CH2:33][O:34]C5CCCCO5)[C:30]5[CH:41]=[CH:42][CH:43]=[CH:44][C:29]=5[N:28]=4)[CH2:15]3)=[O:12])[CH:9]=[CH:10][C:2]1=2.C(O)(=O)C.C1COCC1. The catalyst class is: 6.